From a dataset of Forward reaction prediction with 1.9M reactions from USPTO patents (1976-2016). Predict the product of the given reaction. (1) The product is: [Cl:1][C:2]1[C:3]([N:13]2[CH2:18][CH2:17][N:16]([C:20]([NH:19][C:22]3[CH:27]=[C:26]([N+:28]([O-:30])=[O:29])[CH:25]=[C:24]([N+:31]([O-:33])=[O:32])[CH:23]=3)=[O:21])[CH2:15][CH2:14]2)=[N:4][CH:5]=[C:6]([CH:12]=1)[C:7]([O:9][CH2:10][CH3:11])=[O:8]. Given the reactants [Cl:1][C:2]1[C:3]([N:13]2[CH2:18][CH2:17][NH:16][CH2:15][CH2:14]2)=[N:4][CH:5]=[C:6]([CH:12]=1)[C:7]([O:9][CH2:10][CH3:11])=[O:8].[N:19]([C:22]1[CH:27]=[C:26]([N+:28]([O-:30])=[O:29])[CH:25]=[C:24]([N+:31]([O-:33])=[O:32])[CH:23]=1)=[C:20]=[O:21], predict the reaction product. (2) Given the reactants [C:1](Cl)(Cl)=O.[C:5]1([C:11]2([C:18]3[CH:27]=[C:26]([O:28][CH2:29][C:30]4[CH:39]=[CH:38][C:37]5[C:32](=[CH:33][CH:34]=[CH:35][CH:36]=5)[N:31]=4)[CH:25]=[CH:24][C:19]=3[C:20]([NH:22][NH2:23])=[O:21])[CH2:16][CH:15]3[CH2:17][CH:12]2[CH2:13][CH2:14]3)[CH:10]=[CH:9][CH:8]=[CH:7][CH:6]=1.C(=O)(O)[O-].[Na+], predict the reaction product. The product is: [C:5]1([C:11]2([C:18]3[CH:27]=[C:26]([O:28][CH2:29][C:30]4[CH:39]=[CH:38][C:37]5[C:32](=[CH:33][CH:34]=[CH:35][CH:36]=5)[N:31]=4)[CH:25]=[CH:24][C:19]=3[C:20]3[O:21][CH:1]=[N:23][N:22]=3)[CH2:16][CH:15]3[CH2:17][CH:12]2[CH2:13][CH2:14]3)[CH:6]=[CH:7][CH:8]=[CH:9][CH:10]=1. (3) Given the reactants [CH2:1]([O:3][C:4](=[O:16])/[C:5](/[O-])=[CH:6]/[C:7](=O)[C:8]1[CH:13]=[CH:12][CH:11]=[CH:10][CH:9]=1)[CH3:2].[Li+].S(O)(O)(=O)=O.[CH2:23]([NH:27][NH2:28])[CH:24]([CH3:26])[CH3:25], predict the reaction product. The product is: [CH2:23]([N:27]1[C:7]([C:8]2[CH:13]=[CH:12][CH:11]=[CH:10][CH:9]=2)=[CH:6][C:5]([C:4]([O:3][CH2:1][CH3:2])=[O:16])=[N:28]1)[CH:24]([CH3:26])[CH3:25]. (4) Given the reactants [N:1]1([C:7]([C:9]2[CH:17]=[C:16]3[C:12]([C:13]4[CH:21]=[C:20]([C:22]5[CH:27]=[CH:26][CH:25]=[CH:24][CH:23]=5)[N:19]=[C:18]([C:28]([O:30]CC)=O)[C:14]=4[NH:15]3)=[CH:11][CH:10]=2)=[O:8])[CH2:6][CH2:5][O:4][CH2:3][CH2:2]1.[NH3:33].CO, predict the reaction product. The product is: [N:1]1([C:7]([C:9]2[CH:17]=[C:16]3[C:12]([C:13]4[CH:21]=[C:20]([C:22]5[CH:27]=[CH:26][CH:25]=[CH:24][CH:23]=5)[N:19]=[C:18]([C:28]([NH2:33])=[O:30])[C:14]=4[NH:15]3)=[CH:11][CH:10]=2)=[O:8])[CH2:2][CH2:3][O:4][CH2:5][CH2:6]1. (5) Given the reactants [F:1][C:2]1[CH:24]=[CH:23][C:5]([O:6][C:7]2[CH:8]=[C:9]3[C:13](=[CH:14][C:15]=2[C:16]([NH2:18])=[O:17])[N:12]([CH2:19][CH:20]([CH3:22])[CH3:21])[N:11]=[CH:10]3)=[CH:4][CH:3]=1.C(N1C=CN=C1)(N1C=CN=C1)=O.[CH2:37]([NH:44][CH2:45][CH2:46]N)[C:38]1[CH:43]=[CH:42][CH:41]=[CH:40][CH:39]=1, predict the reaction product. The product is: [CH2:37]([NH:44][CH2:45][CH2:46][NH:18][C:16]([C:15]1[CH:14]=[C:13]2[C:9]([CH:10]=[N:11][N:12]2[CH2:19][CH:20]([CH3:22])[CH3:21])=[CH:8][C:7]=1[O:6][C:5]1[CH:23]=[CH:24][C:2]([F:1])=[CH:3][CH:4]=1)=[O:17])[C:38]1[CH:43]=[CH:42][CH:41]=[CH:40][CH:39]=1. (6) Given the reactants [F:1][C:2]([F:32])([F:31])[C:3]1[CH:4]=[C:5]([CH:28]=[CH:29][CH:30]=1)[CH2:6][NH:7][C:8](=[O:27])[C:9]1[CH:14]=[CH:13][N:12]=[C:11]([C:15]2[CH:20]=[C:19]([N:21]([CH2:24][CH3:25])[CH2:22][CH3:23])[CH:18]=[CH:17][C:16]=2[NH2:26])[CH:10]=1.[CH3:33][N:34]([CH2:46][CH2:47][N:48]1[CH2:53][CH2:52][O:51][CH2:50][CH2:49]1)[C:35]([C:37]1[CH:38]=[C:39]([CH:43]=[CH:44][CH:45]=1)[C:40](O)=[O:41])=[O:36].CN(C(ON1N=NC2C=CC=NC1=2)=[N+](C)C)C.F[P-](F)(F)(F)(F)F.C(N(C(C)C)CC)(C)C, predict the reaction product. The product is: [CH2:22]([N:21]([CH2:24][CH3:25])[C:19]1[CH:18]=[CH:17][C:16]([NH:26][C:40](=[O:41])[C:39]2[CH:43]=[CH:44][CH:45]=[C:37]([C:35]([N:34]([CH3:33])[CH2:46][CH2:47][N:48]3[CH2:49][CH2:50][O:51][CH2:52][CH2:53]3)=[O:36])[CH:38]=2)=[C:15]([C:11]2[CH:10]=[C:9]([C:8](=[O:27])[NH:7][CH2:6][C:5]3[CH:28]=[CH:29][CH:30]=[C:3]([C:2]([F:31])([F:1])[F:32])[CH:4]=3)[CH:14]=[CH:13][N:12]=2)[CH:20]=1)[CH3:23]. (7) Given the reactants [C:1]([C:5]1[CH:44]=[CH:43][C:8]([CH2:9][N:10]([CH2:24][C:25]2[CH:30]=[CH:29][C:28]([C:31]#[C:32][C:33]3[CH:38]=[CH:37][C:36]([CH2:39][CH2:40][CH2:41][CH3:42])=[CH:35][CH:34]=3)=[CH:27][CH:26]=2)[C:11]2[CH:23]=[CH:22][C:14]3[O:15]C(C)(C)[O:17][C:18](=[O:19])[C:13]=3[CH:12]=2)=[CH:7][CH:6]=1)([CH3:4])([CH3:3])[CH3:2].O[Li].O.[ClH:48].[Na+].[Cl-], predict the reaction product. The product is: [ClH:48].[C:1]([C:5]1[CH:44]=[CH:43][C:8]([CH2:9][N:10]([CH2:24][C:25]2[CH:30]=[CH:29][C:28]([C:31]#[C:32][C:33]3[CH:38]=[CH:37][C:36]([CH2:39][CH2:40][CH2:41][CH3:42])=[CH:35][CH:34]=3)=[CH:27][CH:26]=2)[C:11]2[CH:23]=[CH:22][C:14]([OH:15])=[C:13]([CH:12]=2)[C:18]([OH:19])=[O:17])=[CH:7][CH:6]=1)([CH3:3])([CH3:2])[CH3:4]. (8) The product is: [OH:4][C:5]1[CH:6]=[CH:7][C:8]([CH2:11][C:12]2[N:29]([C:21]3[CH:22]=[C:23]([O:27][CH3:28])[C:24]([O:25][CH3:26])=[C:19]([O:18][CH3:17])[CH:20]=3)[C:30](=[S:33])[NH:31][N:32]=2)=[CH:9][CH:10]=1. Given the reactants C[O-].[Na+].[OH:4][C:5]1[CH:10]=[CH:9][C:8]([CH2:11][C:12](OCC)=O)=[CH:7][CH:6]=1.[CH3:17][O:18][C:19]1[CH:20]=[C:21]([NH:29][C:30](=[S:33])[NH:31][NH2:32])[CH:22]=[C:23]([O:27][CH3:28])[C:24]=1[O:25][CH3:26], predict the reaction product. (9) Given the reactants [CH3:1][C:2]1[CH:7]=[CH:6][C:5]([C:8]2[O:12][N:11]=[CH:10][C:9]=2[C:13](Cl)=[O:14])=[CH:4][CH:3]=1.[CH3:16][CH:17]1[CH2:25][C:24]2[C:19](=[CH:20][CH:21]=[CH:22][CH:23]=2)[NH:18]1, predict the reaction product. The product is: [CH3:16][CH:17]1[CH2:25][C:24]2[C:19](=[CH:20][CH:21]=[CH:22][CH:23]=2)[N:18]1[C:13]([C:9]1[CH:10]=[N:11][O:12][C:8]=1[C:5]1[CH:6]=[CH:7][C:2]([CH3:1])=[CH:3][CH:4]=1)=[O:14].